Dataset: Forward reaction prediction with 1.9M reactions from USPTO patents (1976-2016). Task: Predict the product of the given reaction. (1) Given the reactants C(O[C:4](=[O:17])[C:5]1[CH:10]=[C:9](Br)[CH:8]=[CH:7][C:6]=1[O:12][C:13]([F:16])([F:15])[F:14])C.[CH3:18][NH2:19].[F:20][C:21]([F:35])([F:34])[C:22]1[N:26]2[CH:27]=[C:28](B(O)O)[CH:29]=[CH:30][C:25]2=[N:24][N:23]=1, predict the reaction product. The product is: [CH3:18][NH:19][C:4](=[O:17])[C:5]1[CH:10]=[C:9]([C:28]2[CH:29]=[CH:30][C:25]3[N:26]([C:22]([C:21]([F:35])([F:34])[F:20])=[N:23][N:24]=3)[CH:27]=2)[CH:8]=[CH:7][C:6]=1[O:12][C:13]([F:14])([F:15])[F:16]. (2) Given the reactants [NH2:1][CH:2]([C:10]1[C:15]([O:16][CH3:17])=[CH:14][CH:13]=[CH:12][C:11]=1[O:18][CH3:19])[CH2:3][CH2:4][CH2:5][C:6]([O:8]C)=O.[F:20][CH:21]([F:32])[O:22][C:23]1[C:30]([CH3:31])=[CH:29][C:26]([CH:27]=O)=[CH:25][N:24]=1, predict the reaction product. The product is: [F:32][CH:21]([F:20])[O:22][C:23]1[N:24]=[CH:25][C:26]([CH2:27][N:1]2[CH:2]([C:10]3[C:15]([O:16][CH3:17])=[CH:14][CH:13]=[CH:12][C:11]=3[O:18][CH3:19])[CH2:3][CH2:4][CH2:5][C:6]2=[O:8])=[CH:29][C:30]=1[CH3:31]. (3) The product is: [OH:3][CH2:4][C:6]1[N:7]=[C:8]2[CH:13]=[C:12]([NH:14][C:15]([C:17]3[N:29]([CH2:30][C:31]4[CH:36]=[CH:35][CH:34]=[C:33]([F:37])[CH:32]=4)[C:20]4=[N:21][CH:22]=[C:23]([C:25]([F:26])([F:28])[F:27])[CH:24]=[C:19]4[CH:18]=3)=[O:16])[CH:11]=[CH:10][N:9]2[CH:38]=1. Given the reactants C([O:3][C:4]([C:6]1[N:7]=[C:8]2[CH:13]=[C:12]([NH:14][C:15]([C:17]3[N:29]([CH2:30][C:31]4[CH:36]=[CH:35][CH:34]=[C:33]([F:37])[CH:32]=4)[C:20]4=[N:21][CH:22]=[C:23]([C:25]([F:28])([F:27])[F:26])[CH:24]=[C:19]4[CH:18]=3)=[O:16])[CH:11]=[CH:10][N:9]2[CH:38]=1)=O)C.[H-].[H-].[H-].[H-].[Li+].[Al+3], predict the reaction product. (4) Given the reactants [F:1][C:2]1[CH:7]=[CH:6][C:5]([CH3:8])=[CH:4][C:3]=1[N:9]1[N:13]=[N:12][C:11]([CH2:14][OH:15])=[N:10]1.[H-].[Na+].CS([C:22]1[N:23]([CH3:33])[C:24]([C:27]2[CH:32]=[CH:31][N:30]=[CH:29][CH:28]=2)=[N:25][N:26]=1)(=O)=O, predict the reaction product. The product is: [F:1][C:2]1[CH:7]=[CH:6][C:5]([CH3:8])=[CH:4][C:3]=1[N:9]1[N:13]=[N:12][C:11]([CH2:14][O:15][C:22]2[N:23]([CH3:33])[C:24]([C:27]3[CH:32]=[CH:31][N:30]=[CH:29][CH:28]=3)=[N:25][N:26]=2)=[N:10]1. (5) Given the reactants [CH3:1]C(C)([O-])C.[K+].[C:7]([C:9]1[CH:13]=[C:12]([CH:14]([C:18]#[N:19])[CH:15]([CH3:17])[CH3:16])[S:11][CH:10]=1)#[N:8].[C:20]([O:23][CH2:24][CH3:25])(=[O:22])[CH3:21], predict the reaction product. The product is: [C:18]([C:14]([C:12]1[S:11][CH:10]=[C:9]([C:7]#[N:8])[CH:13]=1)([CH:15]([CH3:16])[CH3:17])[CH2:1][CH2:21][C:20]([O:23][CH2:24][CH3:25])=[O:22])#[N:19]. (6) Given the reactants [Cl:1][C:2]1[CH:7]=[CH:6][C:5]([S:8](Cl)(=[O:10])=[O:9])=[CH:4][CH:3]=1.Cl.CN.[CH2:15]([N:17](CC)CC)C.CCOC(C)=O, predict the reaction product. The product is: [Cl:1][C:2]1[CH:7]=[CH:6][C:5]([S:8]([NH:17][CH3:15])(=[O:10])=[O:9])=[CH:4][CH:3]=1. (7) Given the reactants [NH:1]1[C:5]2[CH:6]=[CH:7][CH:8]=[CH:9][C:4]=2[N:3]=[C:2]1[C:10]([C:12]1[CH:35]=[CH:34][C:15]([O:16][C:17]2[C:18]([CH:23]3[CH2:26][N:25](C(OC(C)(C)C)=O)[CH2:24]3)=[N:19][CH:20]=[CH:21][N:22]=2)=[CH:14][CH:13]=1)=[O:11].FC(F)(F)C(O)=O, predict the reaction product. The product is: [NH:25]1[CH2:26][CH:23]([C:18]2[C:17]([O:16][C:15]3[CH:34]=[CH:35][C:12]([C:10]([C:2]4[NH:1][C:5]5[CH:6]=[CH:7][CH:8]=[CH:9][C:4]=5[N:3]=4)=[O:11])=[CH:13][CH:14]=3)=[N:22][CH:21]=[CH:20][N:19]=2)[CH2:24]1. (8) Given the reactants [OH:1][C:2]1[CH:7]=[CH:6][C:5]([CH:8]2[CH2:13][CH2:12][N:11]([C:14]([O:16][C:17]([CH3:20])([CH3:19])[CH3:18])=[O:15])[CH2:10][CH:9]2[O:21][CH2:22][C:23]2[CH:32]=[CH:31][C:30]3[C:25](=[CH:26][CH:27]=[CH:28][CH:29]=3)[CH:24]=2)=[CH:4][CH:3]=1.Br[CH2:34][C:35]([O:37][CH2:38][CH3:39])=[O:36], predict the reaction product. The product is: [CH2:38]([O:37][C:35]([CH2:34][O:1][C:2]1[CH:7]=[CH:6][C:5]([CH:8]2[CH2:13][CH2:12][N:11]([C:14]([O:16][C:17]([CH3:18])([CH3:19])[CH3:20])=[O:15])[CH2:10][CH:9]2[O:21][CH2:22][C:23]2[CH:32]=[CH:31][C:30]3[C:25](=[CH:26][CH:27]=[CH:28][CH:29]=3)[CH:24]=2)=[CH:4][CH:3]=1)=[O:36])[CH3:39]. (9) Given the reactants [C:1]([C:3]([CH3:24])([CH3:23])[C:4]1[CH:9]=[CH:8][C:7]([NH:10][C:11](=[O:22])[C:12]2[CH:17]=[CH:16][C:15]([O:18][CH3:19])=[C:14]([O:20][CH3:21])[CH:13]=2)=[CH:6][CH:5]=1)#[N:2], predict the reaction product. The product is: [NH2:2][CH2:1][C:3]([C:4]1[CH:5]=[CH:6][C:7]([NH:10][C:11](=[O:22])[C:12]2[CH:17]=[CH:16][C:15]([O:18][CH3:19])=[C:14]([O:20][CH3:21])[CH:13]=2)=[CH:8][CH:9]=1)([CH3:24])[CH3:23]. (10) Given the reactants [CH2:1]([O:3][C:4]([C:6]1[C:15](=[O:16])[C:14]2[C:9](=[C:10]([C:19]#[C:20][CH2:21][C@@H:22]3[CH2:26][C@@H:25]([NH:27][C:28]([O:30][C:31]([CH3:34])([CH3:33])[CH3:32])=[O:29])[CH2:24][N:23]3[C:35]([O:37][C:38]([CH3:41])([CH3:40])[CH3:39])=[O:36])[C:11]([F:18])=[C:12]([F:17])[CH:13]=2)[N:8]([CH:42]2[CH2:44][CH2:43]2)[CH:7]=1)=[O:5])[CH3:2].[H][H], predict the reaction product. The product is: [CH2:1]([O:3][C:4]([C:6]1[C:15](=[O:16])[C:14]2[C:9](=[C:10](/[CH:19]=[CH:20]\[CH2:21][C@@H:22]3[CH2:26][C@@H:25]([NH:27][C:28]([O:30][C:31]([CH3:34])([CH3:33])[CH3:32])=[O:29])[CH2:24][N:23]3[C:35]([O:37][C:38]([CH3:41])([CH3:40])[CH3:39])=[O:36])[C:11]([F:18])=[C:12]([F:17])[CH:13]=2)[N:8]([CH:42]2[CH2:43][CH2:44]2)[CH:7]=1)=[O:5])[CH3:2].